From a dataset of Catalyst prediction with 721,799 reactions and 888 catalyst types from USPTO. Predict which catalyst facilitates the given reaction. (1) Reactant: C[CH:2]1[CH2:6][CH2:5][CH2:4][C:3]1([C:10]1[CH:15]=[CH:14][CH:13]=[C:12]([F:16])[CH:11]=1)[C:7]([OH:9])=[O:8].S(=O)(=O)(O)O.[C:22](=O)([O-])[O-].[Na+].[Na+]. Product: [F:16][C:12]1[CH:11]=[C:10]([C:3]2([C:7]([O:9][CH3:22])=[O:8])[CH2:4][CH2:5][CH2:6][CH2:2]2)[CH:15]=[CH:14][CH:13]=1. The catalyst class is: 5. (2) Reactant: [Cl:1][C:2]1[CH:3]=[CH:4][CH:5]=[C:6]2[C:10]=1[NH:9][CH:8]=[CH:7]2.FC(F)(F)[C:13]([O:15]C(=O)C(F)(F)F)=[O:14].O. Product: [Cl:1][C:2]1[CH:3]=[CH:4][CH:5]=[C:6]2[C:10]=1[NH:9][CH:8]=[C:7]2[C:13]([OH:15])=[O:14]. The catalyst class is: 9. (3) Reactant: C([O-])(=O)C.[K+].[CH3:21][C:16]1([CH3:22])[C:17]([CH3:20])([CH3:19])[O:18][B:14]([B:14]2[O:18][C:17]([CH3:20])([CH3:19])[C:16]([CH3:22])([CH3:21])[O:15]2)[O:15]1.Br[C:25]1[CH:26]=[C:27]([C:46]2[O:47][C:48]3[C:54]([O:55][CH3:56])=[CH:53][CH:52]=[CH:51][C:49]=3[N:50]=2)[C:28]([N:31]([C:39]([O:41][C:42]([CH3:45])([CH3:44])[CH3:43])=[O:40])[C:32](=[O:38])[O:33][C:34]([CH3:37])([CH3:36])[CH3:35])=[N:29][CH:30]=1. Product: [C:42]([O:41][C:39]([N:31]([C:28]1[C:27]([C:46]2[O:47][C:48]3[C:54]([O:55][CH3:56])=[CH:53][CH:52]=[CH:51][C:49]=3[N:50]=2)=[CH:26][C:25]([B:14]2[O:15][C:16]([CH3:21])([CH3:22])[C:17]([CH3:19])([CH3:20])[O:18]2)=[CH:30][N:29]=1)[C:32](=[O:38])[O:33][C:34]([CH3:37])([CH3:36])[CH3:35])=[O:40])([CH3:43])([CH3:44])[CH3:45]. The catalyst class is: 12. (4) Product: [ClH:36].[NH2:16][CH2:15][C:14]1[N:5]([CH2:1][CH:2]([CH3:4])[CH3:3])[C:6](=[O:35])[C:7]2[C:12]([C:13]=1[C:24]1[CH:29]=[CH:28][CH:27]=[CH:26][CH:25]=1)=[CH:11][C:10]([C:30]1[O:34][CH:33]=[N:32][CH:31]=1)=[CH:9][CH:8]=2. Reactant: [CH2:1]([N:5]1[C:14]([CH2:15][NH:16]C(=O)OC(C)(C)C)=[C:13]([C:24]2[CH:29]=[CH:28][CH:27]=[CH:26][CH:25]=2)[C:12]2[C:7](=[CH:8][CH:9]=[C:10]([C:30]3[O:34][CH:33]=[N:32][CH:31]=3)[CH:11]=2)[C:6]1=[O:35])[CH:2]([CH3:4])[CH3:3].[ClH:36]. The catalyst class is: 125. (5) Reactant: C([O:5][C:6](=[O:20])[C:7]([S:10][C:11]1[S:12][CH:13]=[C:14]([CH2:16][C:17](O)=O)[N:15]=1)([CH3:9])[CH3:8])(C)(C)C.[Cl:21][C:22]1[CH:23]=[CH:24][C:25]2[O:29][C:28]([NH2:30])=[N:27][C:26]=2[CH:31]=1.FC(F)(F)C(O)=O. Product: [Cl:21][C:22]1[CH:23]=[CH:24][C:25]2[O:29][C:28]([NH:30][CH2:17][CH2:16][C:14]3[N:15]=[C:11]([S:10][C:7]([CH3:8])([CH3:9])[C:6]([OH:5])=[O:20])[S:12][CH:13]=3)=[N:27][C:26]=2[CH:31]=1. The catalyst class is: 4. (6) Reactant: Cl.NO.C(O)C.CC[N:9](C(C)C)C(C)C.[Cl:16][C:17]1[C:18]([NH:23][C:24]([NH:26]CCOC(=O)C)=O)=[N:19][CH:20]=[CH:21][N:22]=1. Product: [Cl:16][C:17]1[C:18]2[N:19]([N:9]=[C:24]([NH2:26])[N:23]=2)[CH:20]=[CH:21][N:22]=1. The catalyst class is: 5. (7) Reactant: [CH2:1]([OH:4])[CH2:2][OH:3].[C:5]1(=O)[O:10][C:8](=O)[CH:7]=[CH:6]1.[C:12]1([CH:19]=[CH:18][C:16]([OH:17])=CC=1)O. Product: [CH2:1]([OH:4])[CH:2]([OH:3])[CH3:5].[CH3:12][CH2:19][C:18]([CH2:5][O:10][CH2:8][CH:7]=[CH2:6])([CH2:16][OH:17])[CH2:2][OH:3]. The catalyst class is: 8. (8) Reactant: [CH2:1]([O:5][C:6]1[N:14]=[C:13]2[C:9]([N:10]=[C:11](OC)[N:12]2[CH2:15][CH:16]2[CH2:21][CH2:20][N:19]([CH2:22][CH3:23])[CH2:18][CH2:17]2)=[C:8]([NH2:26])[N:7]=1)[CH2:2][CH2:3][CH3:4].Cl.O1CCOCC1. Product: [CH2:1]([O:5][C:6]1[N:14]=[C:13]2[C:9]([N:10]=[CH:11][N:12]2[CH2:15][CH:16]2[CH2:17][CH2:18][N:19]([CH2:22][CH3:23])[CH2:20][CH2:21]2)=[C:8]([NH2:26])[N:7]=1)[CH2:2][CH2:3][CH3:4]. The catalyst class is: 5.